This data is from Forward reaction prediction with 1.9M reactions from USPTO patents (1976-2016). The task is: Predict the product of the given reaction. (1) Given the reactants Br[C:2]1[N:6](COCC[Si](C)(C)C)[C:5]([C:15]2[CH:20]=[CH:19][CH:18]=[CH:17][CH:16]=2)=[N:4][C:3]=1[C:21]1[CH:26]=[CH:25][N:24]=[CH:23][CH:22]=1.C([O-])([O-])=O.[Na+].[Na+].CO[CH2:35][CH2:36][O:37][CH3:38], predict the reaction product. The product is: [CH3:38][O:37][C:36]1[C:5]([NH2:6])=[N:4][CH:3]=[C:2]([C:2]2[N:6]=[C:5]([C:15]3[CH:16]=[CH:17][CH:18]=[CH:19][CH:20]=3)[NH:4][C:3]=2[C:21]2[CH:22]=[CH:23][N:24]=[CH:25][CH:26]=2)[CH:35]=1. (2) The product is: [NH2:5][C@H:6]([CH3:28])[CH2:7][C:8]1[CH:9]=[CH:10][C:11]([S:14]([C:17]2[CH:18]=[CH:19][C:20]([C:21]([O:23][CH2:24][CH3:25])=[O:22])=[CH:26][CH:27]=2)(=[O:16])=[O:15])=[CH:12][CH:13]=1. Given the reactants FC(F)(F)C([NH:5][C@H:6]([CH3:28])[CH2:7][C:8]1[CH:13]=[CH:12][C:11]([S:14]([C:17]2[CH:27]=[CH:26][C:20]([C:21]([O:23][CH2:24][CH3:25])=[O:22])=[CH:19][CH:18]=2)(=[O:16])=[O:15])=[CH:10][CH:9]=1)=O.[OH-].[Na+], predict the reaction product. (3) Given the reactants Cl[C:2]1[CH:7]=[CH:6][CH:5]=[CH:4][N:3]=1.[CH2:8]([C:15]#[N:16])[C:9]1[CH:14]=[CH:13][CH:12]=[CH:11][CH:10]=1, predict the reaction product. The product is: [N:3]1[CH:4]=[CH:5][CH:6]=[CH:7][C:2]=1[CH:8]([C:9]1[CH:14]=[CH:13][CH:12]=[CH:11][CH:10]=1)[C:15]#[N:16]. (4) Given the reactants [C:1]([C:3]1[C:16]2[N:15](C(OC(C)(C)C)=O)[C:14]3[C:9](=[CH:10][C:11]([N:24]4[CH2:29][CH2:28][O:27][CH2:26][CH2:25]4)=[CH:12][CH:13]=3)[S:8][C:7]=2[CH:6]=[C:5]([N:30]2[CH2:35][CH2:34][O:33][CH2:32][CH2:31]2)[CH:4]=1)#[N:2].[C:36]([OH:42])([C:38]([F:41])([F:40])[F:39])=[O:37], predict the reaction product. The product is: [C:1]([C:3]1[C:16]2[C:7](=[S+:8][C:9]3[C:14]([N:15]=2)=[CH:13][CH:12]=[C:11]([N:24]2[CH2:25][CH2:26][O:27][CH2:28][CH2:29]2)[CH:10]=3)[CH:6]=[C:5]([N:30]2[CH2:35][CH2:34][O:33][CH2:32][CH2:31]2)[CH:4]=1)#[N:2].[F:39][C:38]([F:41])([F:40])[C:36]([O-:42])=[O:37]. (5) Given the reactants C(O)(=O)C.[C:5]1(C)[CH:10]=CC(S(O)(=O)=O)=C[CH:6]=1.[NH2:16][C:17]1[C:33]([CH3:34])=[CH:32][C:20]([NH:21][C:22]([O:24][CH2:25][C:26]2[CH:31]=[CH:30][CH:29]=[CH:28][CH:27]=2)=[O:23])=[C:19]([CH3:35])[CH:18]=1.CC(C)=O.C(O[BH-](OC(=O)C)OC(=O)C)(=O)C.[Na+].C(=O)([O-])O.[Na+], predict the reaction product. The product is: [CH3:35][C:19]1[CH:18]=[C:17]([NH:16][CH:5]([CH3:10])[CH3:6])[C:33]([CH3:34])=[CH:32][C:20]=1[NH:21][C:22]([O:24][CH2:25][C:26]1[CH:31]=[CH:30][CH:29]=[CH:28][CH:27]=1)=[O:23]. (6) Given the reactants [CH2:1]([O:4][CH2:5][CH:6]1[CH2:15][CH2:14][C:9]2(OCC[O:10]2)[CH2:8][CH2:7]1)[CH2:2][CH3:3].Cl, predict the reaction product. The product is: [CH2:1]([O:4][CH2:5][CH:6]1[CH2:15][CH2:14][C:9](=[O:10])[CH2:8][CH2:7]1)[CH2:2][CH3:3]. (7) Given the reactants Br[C:2]1[CH:3]=[C:4]([CH:8]2[C:17]([CH3:19])([CH3:18])[CH2:16][C:15]3[C:10](=[CH:11][CH:12]=[C:13]([C:20]([OH:22])=[O:21])[CH:14]=3)[NH:9]2)[CH:5]=[CH:6][CH:7]=1.[F:23][CH:24]1[CH2:27][NH:26][CH2:25]1.Cl.CN(C)CC(O)=O.C(=O)([O-])[O-].[K+].[K+], predict the reaction product. The product is: [F:23][CH:24]1[CH2:27][N:26]([C:2]2[CH:3]=[C:4]([CH:8]3[C:17]([CH3:19])([CH3:18])[CH2:16][C:15]4[C:10](=[CH:11][CH:12]=[C:13]([C:20]([OH:22])=[O:21])[CH:14]=4)[NH:9]3)[CH:5]=[CH:6][CH:7]=2)[CH2:25]1. (8) Given the reactants [NH:1]1[CH:5]=[CH:4][C:3]([C:6]([OH:8])=[O:7])=[CH:2]1, predict the reaction product. The product is: [C:3]([O:7][C:6]([C:3]1[CH:4]=[CH:5][NH:1][CH:2]=1)=[O:8])([CH3:6])([CH3:4])[CH3:2]. (9) Given the reactants [NH2:1][C:2]1[N:6]([CH3:7])[N:5]=[C:4]([C:8]([CH3:11])([CH3:10])[CH3:9])[CH:3]=1.[Cl:12][C:13]1[N:18]=[CH:17][C:16]([C:19]#[C:20][C:21]2[CH:22]=[C:23]([NH:27][C:28](=O)[O:29]C3C=CC=CC=3)[CH:24]=[CH:25][CH:26]=2)=[CH:15][N:14]=1, predict the reaction product. The product is: [C:8]([C:4]1[CH:3]=[C:2]([NH:1][C:28]([NH:27][C:23]2[CH:24]=[CH:25][CH:26]=[C:21]([C:20]#[C:19][C:16]3[CH:15]=[N:14][C:13]([Cl:12])=[N:18][CH:17]=3)[CH:22]=2)=[O:29])[N:6]([CH3:7])[N:5]=1)([CH3:11])([CH3:10])[CH3:9].